Dataset: Full USPTO retrosynthesis dataset with 1.9M reactions from patents (1976-2016). Task: Predict the reactants needed to synthesize the given product. (1) Given the product [OH:28][C:23]1[NH:24][C:25]2[C:21]([C:22]=1[C:2]1[CH:3]=[CH:4][C:5]([S:8]([N:11]3[CH2:16][CH2:15][O:14][CH2:13][CH2:12]3)(=[O:10])=[O:9])=[CH:6][N:7]=1)=[CH:20][C:19]([C:17]#[N:18])=[CH:27][CH:26]=2, predict the reactants needed to synthesize it. The reactants are: Cl[C:2]1[N:7]=[CH:6][C:5]([S:8]([N:11]2[CH2:16][CH2:15][O:14][CH2:13][CH2:12]2)(=[O:10])=[O:9])=[CH:4][CH:3]=1.[C:17]([C:19]1[CH:20]=[C:21]2[C:25](=[CH:26][CH:27]=1)[NH:24][C:23](=[O:28])[CH2:22]2)#[N:18]. (2) Given the product [C:18]([C:3]1[N:4]=[CH:5][C:6]([NH:8][CH:9]([CH2:13][C:14]([F:17])([F:16])[F:15])[C:10]([NH2:12])=[O:11])=[N:7][C:2]=1[NH:20][C:21]1[CH:22]=[C:23]2[C:28](=[CH:29][CH:30]=1)[N:27]=[CH:26][CH:25]=[CH:24]2)#[N:19], predict the reactants needed to synthesize it. The reactants are: Cl[C:2]1[N:7]=[C:6]([NH:8][CH:9]([CH2:13][C:14]([F:17])([F:16])[F:15])[C:10]([NH2:12])=[O:11])[CH:5]=[N:4][C:3]=1[C:18]#[N:19].[NH2:20][C:21]1[CH:22]=[C:23]2[C:28](=[CH:29][CH:30]=1)[N:27]=[CH:26][CH:25]=[CH:24]2.C([O-])([O-])=O.[K+].[K+].C1C=CC(P(C2C(C3C(P(C4C=CC=CC=4)C4C=CC=CC=4)=CC=C4C=3C=CC=C4)=C3C(C=CC=C3)=CC=2)C2C=CC=CC=2)=CC=1. (3) Given the product [ClH:1].[N:7]1[C:6]2[C:5](=[CH:11][CH:10]=[CH:9][CH:8]=2)[C:2]([OH:4])=[CH:3][N:12]=1, predict the reactants needed to synthesize it. The reactants are: [ClH:1].[C:2]([C:5]1[CH:11]=[CH:10][CH:9]=[CH:8][C:6]=1[NH2:7])(=[O:4])[CH3:3].[N:12]([O-])=O.[Na+]. (4) Given the product [CH3:5][CH2:6][CH2:7][CH2:8][CH2:15][CH2:11][CH3:12].[CH3:8][OH:9].[CH3:16][CH2:15][OH:17], predict the reactants needed to synthesize it. The reactants are: [BH4-].[Li+].ClN1[C:8](=[O:9])[CH2:7][CH2:6][C:5]1=O.[C:11]([O-])(=O)[CH3:12].[CH2:15]([O:17]C(=O)C)[CH3:16]. (5) Given the product [NH:1]1[C:9]2[C:4](=[CH:5][CH:6]=[C:7]([C:10]3[CH:11]=[C:12]([NH:23][C:24]4[CH:29]=[CH:28][C:27]([N:30]5[CH2:35][CH2:34][O:33][CH2:32][CH2:31]5)=[CH:26][N:25]=4)[C:13]4[N:14]([CH:20]=[CH:21][N:22]=4)[C:15]=3[C:16]([OH:18])=[O:17])[CH:8]=2)[CH:3]=[N:2]1, predict the reactants needed to synthesize it. The reactants are: [NH:1]1[C:9]2[C:4](=[CH:5][CH:6]=[C:7]([C:10]3[CH:11]=[C:12]([NH:23][C:24]4[CH:29]=[CH:28][C:27]([N:30]5[CH2:35][CH2:34][O:33][CH2:32][CH2:31]5)=[CH:26][N:25]=4)[C:13]4[N:14]([CH:20]=[CH:21][N:22]=4)[C:15]=3[C:16]([O:18]C)=[O:17])[CH:8]=2)[CH:3]=[N:2]1.[OH-].[Na+].